Predict the product of the given reaction. From a dataset of Forward reaction prediction with 1.9M reactions from USPTO patents (1976-2016). (1) Given the reactants C1(OC)C=CC=CC=1.C(O)(C(F)(F)F)=O.O.[C:17]1([C:60]2[CH:65]=[CH:64][CH:63]=[CH:62][CH:61]=2)[CH:22]=[CH:21][CH:20]=[C:19]([N:23](COCC[Si](C)(C)C)[C:24]2[O:28][C:27]([C:29]([N:31]([C:40]3[CH:41]=[N:42][C:43]([N:46]4[CH2:51][CH2:50][O:49][CH2:48][CH2:47]4)=[CH:44][CH:45]=3)COCC[Si](C)(C)C)=[O:30])=[N:26][N:25]=2)[CH:18]=1, predict the reaction product. The product is: [C:17]1([C:60]2[CH:61]=[CH:62][CH:63]=[CH:64][CH:65]=2)[CH:22]=[CH:21][CH:20]=[C:19]([NH:23][C:24]2[O:28][C:27]([C:29]([NH:31][C:40]3[CH:41]=[N:42][C:43]([N:46]4[CH2:51][CH2:50][O:49][CH2:48][CH2:47]4)=[CH:44][CH:45]=3)=[O:30])=[N:26][N:25]=2)[CH:18]=1. (2) The product is: [Si:18]([O:25][CH2:26][CH2:27][NH:28][C:2]1[CH:7]=[CH:6][C:5]([N:8]2[CH:12]=[CH:11][N:10]([CH2:13][C:14]([O:16][CH2:35][CH3:36])=[O:15])[C:9]2=[O:17])=[CH:4][CH:3]=1)([C:21]([CH3:23])([CH3:24])[CH3:22])([CH3:20])[CH3:19]. Given the reactants Br[C:2]1[CH:7]=[CH:6][C:5]([N:8]2[CH:12]=[CH:11][N:10]([CH2:13][C:14]([O-:16])=[O:15])[C:9]2=[O:17])=[CH:4][CH:3]=1.[Si:18]([O:25][CH2:26][CH2:27][NH2:28])([C:21]([CH3:24])([CH3:23])[CH3:22])([CH3:20])[CH3:19].C([O-])([O-])=O.[Cs+].[Cs+].[CH3:35][CH:36](C1C=C(C(C)C)C(C2C=CC=CC=2P(C2CCCCC2)C2CCCCC2)=C(C(C)C)C=1)C, predict the reaction product. (3) The product is: [F:1][C:2]1[CH:3]=[CH:4][C:5]([N+:18]([O-:20])=[O:19])=[C:6]([CH:17]=1)[O:7][C@@H:8]1[CH2:9][O:10][C@@H:11]2[C:15](=[O:16])[CH2:14][O:13][C@H:12]12. Given the reactants [F:1][C:2]1[CH:3]=[CH:4][C:5]([N+:18]([O-:20])=[O:19])=[C:6]([CH:17]=1)[O:7][C@H:8]1[C@H:12]2[O:13][CH2:14][C@@H:15]([OH:16])[C@H:11]2[O:10][CH2:9]1.C(Cl)Cl, predict the reaction product. (4) The product is: [CH2:15]([NH:14][C:12](=[O:13])[NH:11][C:8]1[S:9][C:10]2[C:2]([NH:1][C:42](=[O:43])[C:37]3[CH:38]=[CH:39][CH:40]=[CH:41][N:36]=3)=[CH:3][C:4]([C:17]3[CH:18]=[N:19][C:20]([N:23]4[CH2:24][CH2:25][C:26]([CH3:34])([C:29]([O:31][CH2:32][CH3:33])=[O:30])[CH2:27][CH2:28]4)=[N:21][CH:22]=3)=[CH:5][C:6]=2[N:7]=1)[CH3:16]. Given the reactants [NH2:1][C:2]1[C:10]2[S:9][C:8]([NH:11][C:12]([NH:14][CH2:15][CH3:16])=[O:13])=[N:7][C:6]=2[CH:5]=[C:4]([C:17]2[CH:18]=[N:19][C:20]([N:23]3[CH2:28][CH2:27][C:26]([CH3:34])([C:29]([O:31][CH2:32][CH3:33])=[O:30])[CH2:25][CH2:24]3)=[N:21][CH:22]=2)[CH:3]=1.Cl.[N:36]1[CH:41]=[CH:40][CH:39]=[CH:38][C:37]=1[C:42](Cl)=[O:43], predict the reaction product. (5) The product is: [NH:1]1[C:9]2[C:4](=[CH:5][C:6]([C:10]3[S:19][CH2:20][C@@H:21]([C:23]([OH:25])=[O:24])[N:11]=3)=[CH:7][CH:8]=2)[CH:3]=[CH:2]1.[C:12]1([C:18]2[S:19][CH2:20][CH:21]([C:23]([OH:25])=[O:24])[N:22]=2)[CH:13]=[CH:14][CH:15]=[CH:16][CH:17]=1. Given the reactants [NH:1]1[C:9]2[C:4](=[CH:5][C:6]([C:10]#[N:11])=[CH:7][CH:8]=2)[CH:3]=[CH:2]1.[C:12]1([C:18]2[S:19][CH2:20][CH:21]([C:23]([OH:25])=[O:24])[N:22]=2)[CH:17]=[CH:16][CH:15]=[CH:14][CH:13]=1.C(#N)C1C=CC=CC=1.N[C@H](C(O)=O)CS.P([O-])([O-])([O-])=O, predict the reaction product.